From a dataset of Forward reaction prediction with 1.9M reactions from USPTO patents (1976-2016). Predict the product of the given reaction. (1) Given the reactants C(=O)([O-])[O-].[Cs+].[Cs+].[CH2:7]([O:9][CH2:10][C:11]1[N:12]([CH2:25][CH2:26][CH3:27])[C:13]2[C:22]3[CH:21]=[C:20]([OH:23])[CH:19]=[CH:18][C:17]=3[N:16]=[CH:15][C:14]=2[N:24]=1)[CH3:8].I[CH2:29][CH2:30][NH:31][C:32](=[O:38])[O:33][C:34]([CH3:37])([CH3:36])[CH3:35], predict the reaction product. The product is: [C:34]([O:33][C:32](=[O:38])[NH:31][CH2:30][CH2:29][O:23][C:20]1[CH:19]=[CH:18][C:17]2[N:16]=[CH:15][C:14]3[N:24]=[C:11]([CH2:10][O:9][CH2:7][CH3:8])[N:12]([CH2:25][CH2:26][CH3:27])[C:13]=3[C:22]=2[CH:21]=1)([CH3:37])([CH3:36])[CH3:35]. (2) Given the reactants ClC1C=C(C=CC=1)C(OO)=[O:6].[N:12]1[CH:17]=[CH:16][C:15]([CH2:18][NH:19][C:20]2[CH:38]=[CH:37][CH:36]=[CH:35][C:21]=2[C:22]([NH:24][C:25]2[CH:30]=[CH:29][CH:28]=[C:27]([C:31]([F:34])([F:33])[F:32])[CH:26]=2)=[O:23])=[CH:14][CH:13]=1, predict the reaction product. The product is: [O-:6][N+:12]1[CH:17]=[CH:16][C:15]([CH2:18][NH:19][C:20]2[CH:38]=[CH:37][CH:36]=[CH:35][C:21]=2[C:22]([NH:24][C:25]2[CH:30]=[CH:29][CH:28]=[C:27]([C:31]([F:32])([F:33])[F:34])[CH:26]=2)=[O:23])=[CH:14][CH:13]=1.